From a dataset of Forward reaction prediction with 1.9M reactions from USPTO patents (1976-2016). Predict the product of the given reaction. (1) Given the reactants [N:1]1[CH:6]=[CH:5][CH:4]=[CH:3][C:2]=1[C:7]1([OH:17])[CH2:16][CH2:15][C:10]2(OCC[O:11]2)[CH2:9][CH2:8]1.Cl, predict the reaction product. The product is: [OH:17][C:7]1([C:2]2[CH:3]=[CH:4][CH:5]=[CH:6][N:1]=2)[CH2:8][CH2:9][C:10](=[O:11])[CH2:15][CH2:16]1. (2) Given the reactants [CH2:1]([O:3][C:4]([CH:6]1[CH2:11][CH2:10][N:9]([C:12]([NH:14][NH2:15])=[O:13])[CH2:8][CH2:7]1)=[O:5])[CH3:2].[C:16](OC(=O)C)(=O)[CH3:17].P(Cl)(Cl)(Cl)=O.C(=O)([O-])[O-].[Na+].[Na+], predict the reaction product. The product is: [CH2:1]([O:3][C:4]([CH:6]1[CH2:7][CH2:8][N:9]([C:12]2[O:13][C:16]([CH3:17])=[N:15][N:14]=2)[CH2:10][CH2:11]1)=[O:5])[CH3:2]. (3) Given the reactants [C:1]([C:3]1[C:4]([C:19]2[CH:24]=[CH:23][C:22]([Cl:25])=[CH:21][C:20]=2[Cl:26])=[C:5]([C:16]([NH2:18])=[O:17])[S:6][C:7]=1[N:8]1[CH2:13][CH2:12][O:11][CH:10]([CH2:14][OH:15])[CH2:9]1)#[N:2].CO[CH:29](OC)[N:30]([CH3:32])[CH3:31], predict the reaction product. The product is: [C:1]([C:3]1[C:4]([C:19]2[CH:24]=[CH:23][C:22]([Cl:25])=[CH:21][C:20]=2[Cl:26])=[C:5]([C:16](/[N:18]=[CH:29]/[N:30]([CH3:32])[CH3:31])=[O:17])[S:6][C:7]=1[N:8]1[CH2:13][CH2:12][O:11][CH:10]([CH2:14][OH:15])[CH2:9]1)#[N:2]. (4) Given the reactants [CH:1]1[CH:6]=[CH:5][CH:4]=[CH:3][CH:2]=1.[C:7]([O:11][CH3:12])(=[O:10])[CH:8]=[CH2:9].[C:13](OC)(=O)C=C.C=CCCCC, predict the reaction product. The product is: [CH3:12][O:11][C:7](=[O:10])[CH:8]([CH3:13])[CH2:9][C:1]1[CH:6]=[CH:5][CH:4]=[CH:3][CH:2]=1. (5) The product is: [C:29]([C:10]1[N:11]([CH2:22][C:23]2[CH:28]=[CH:27][CH:26]=[CH:25][N:24]=2)[C:12]2[C:17]([C:9]=1[C:7]([NH:6][CH2:5][C:4]1[CH:32]=[CH:33][C:34]([F:35])=[C:2]([F:1])[CH:3]=1)=[O:8])=[CH:16][CH:15]=[C:14]([O:18][CH:19]([CH3:21])[CH3:20])[CH:13]=2)(=[O:31])[CH3:30]. Given the reactants [F:1][C:2]1[CH:3]=[C:4]([CH:32]=[CH:33][C:34]=1[F:35])[CH2:5][NH:6][C:7]([C:9]1[C:17]2[C:12](=[CH:13][C:14]([O:18][CH:19]([CH3:21])[CH3:20])=[CH:15][CH:16]=2)[N:11]([CH2:22][C:23]2[CH:28]=[CH:27][CH:26]=[CH:25][N:24]=2)[C:10]=1[CH:29]([OH:31])[CH3:30])=[O:8].C[N+]1([O-])CCOCC1, predict the reaction product. (6) Given the reactants [OH:1][C:2]1[C:3]([C:13]([O:15][CH3:16])=[O:14])=[CH:4][C:5]2[C:10]([CH:11]=1)=[C:9]([OH:12])[CH:8]=[CH:7][CH:6]=2.[C:17](=O)([O-])[O-].[K+].[K+].CC(C)=O.COS(OC)(=O)=O, predict the reaction product. The product is: [OH:1][C:2]1[C:3]([C:13]([O:15][CH3:16])=[O:14])=[CH:4][C:5]2[C:10]([CH:11]=1)=[C:9]([O:12][CH3:17])[CH:8]=[CH:7][CH:6]=2.